This data is from Experimentally validated miRNA-target interactions with 360,000+ pairs, plus equal number of negative samples. The task is: Binary Classification. Given a miRNA mature sequence and a target amino acid sequence, predict their likelihood of interaction. Result: 0 (no interaction). The miRNA is mmu-miR-3473b with sequence GGGCUGGAGAGAUGGCUCAG. The protein sequence of the target gene is MSGQPPPPPPQQQQQQQQLSPPPPAALAPVSGVVLPAPPAVSAGSSPAGSPGGGAGGEGLGAAAAALLLHPPPPPPPATAAPPPPPPPPPPPASAAAPASGPPAPPGLAAGPGPAGGAPTPALVAGSSAAAPFPHGDSALNEQEKELQRRLKRLYPAVDEQETPLPRSWSPKDKFSYIGLSQNNLRVHYKGHGKTPKDAASVRATHPIPAACGIYYFEVKIVSKGRDGYMGIGLSAQGVNMNRLPGWDKHSYGYHGDDGHSFCSSGTGQPYGPTFTTGDVIGCCVNLINNTCFYTKNGHS....